Dataset: Drug-target binding data from BindingDB using IC50 measurements. Task: Regression. Given a target protein amino acid sequence and a drug SMILES string, predict the binding affinity score between them. We predict pIC50 (pIC50 = -log10(IC50 in M); higher means more potent). Dataset: bindingdb_ic50. The pIC50 is 5.2. The small molecule is C[C@@H](NCc1ccc(-c2ccc(C(=O)O)cn2)cc1)c1cccc2ccncc12. The target protein (P10759) has sequence MPLFKLTGQGKQIDDAMRSFAEKVFASEVKDEGGRHEISPFDVDEICPISLREMQAHIFHMENLSMSMDGRRKRRFQGRKTVNLSIPQSETSSTKLSHIEEFISSSPTYESVPDFQRVQITGDYASGVTVEDFEVVCKGLYRALCIREKYMQKSFQRFPKTPSKYLRNIDGEALVAIESFYPVFTPPPKKGEDPFRREDLPANLGYHLKMKGGVIYIYPDEAAASRDEPKPYPYPNLDDFLDDMNFLLALIAQGPVKTYTHRRLKFLSSKFQVHQMLNEMDELKELKNNPHRDFYNCRKVDTHIHAAACMNQKHLLRFIKKSYHIDADRVVYSTKEKNLTLKELFAQLNMHPYDLTVDSLDVHAGRQTFQRFDKFNDKYNPVGASELRDLYLKTDNYINGEYFATIIKEVGADLVDAKYQHAEPRLSIYGRSPDEWSKLSSWFVGNRIYCPNMTWMIQVPRIYDVFRSKNFLPHFGKMLENIFLPVFEATINPQTHPDLS....